This data is from Experimentally validated miRNA-target interactions with 360,000+ pairs, plus equal number of negative samples. The task is: Binary Classification. Given a miRNA mature sequence and a target amino acid sequence, predict their likelihood of interaction. (1) The miRNA is hsa-miR-5094 with sequence AAUCAGUGAAUGCCUUGAACCU. The protein sequence of the target gene is MTHMLNAAADRVKWTRSSAAKRAACLVAAAYALKTLYPIIGKRLKQSGHGKKKAAAYPAAENTEILHCTETICEKPSPGVNADFFKQLLELRKILFPKLVTTETGWLCLHSVALISRTFLSIYVAGLDGKIVKSIVEKKPRTFIIKLIKWLMIAIPATFVNSAIRYLECKLALAFRTRLVDHAYETYFTNQTYYKVINMDGRLANPDQSLTEDIMMFSQSVAHLYSNLTKPILDVMLTSYTLIQTATSRGASPIGPTLLAGLVVYATAKVLKACSPKFGKLVAEEAHRKGYLRYVHSRII.... Result: 1 (interaction). (2) The miRNA is hsa-miR-6752-5p with sequence GGGGGGUGUGGAGCCAGGGGGC. The protein sequence of the target gene is MAQSGGEARPGPKTAVQIRVAIQEAEDVDELEDEEEGAETRGAGDPARYLSPGWGSASEEEPSRGHSGTTASGGENEREDLEQEWKPPDEELIKKLVDQIEFYFSDENLEKDAFLLKHVRRNKLGYVSVKLLTSFKKVKHLTRDWRTTAHALKYSVVLELNEDHRKVRRTTPVPLFPNENLPSKMLLVYDLYLSPKLWALATPQKNGRVQEKVMEHLLKLFGTFGVISSVRILKPGRELPPDIRRISSRYSQVGTQECAIVEFEEVEAAIKAHEFMITESQGKENMKAVLIGMKPPKKKP.... Result: 0 (no interaction). (3) The miRNA is mmu-miR-1981-5p with sequence GUAAAGGCUGGGCUUAGACGUGGC. The protein sequence of the target gene is MSAFSEAALEKKLSELSNSQQSVQTLSLWLIHHRKHSRPIVTVWERELRKAKPNRKLTFLYLANDVIQNSKRKGPEFTKDFAPVIVEAFKHVSSETDESCKKHLGRVLSIWEERSVYENDVLEQLKHALYGDKKARKRTYEQIKVDENENCSSLGSPSEPPQTLDLVRALQDLENAASGDAAVHQRIASLPVEVQEVSLLEKITDKESGERLSKMVEDACMLLADYNGRLAAEIDDRKQLTRMLADFLRCQKEALAEKEHKLEEYKRKLARVSLVRKELRARIQSLPDLSRLPNVTGSHM.... Result: 1 (interaction). (4) The miRNA is hsa-miR-3674 with sequence AUUGUAGAACCUAAGAUUGGCC. The protein sequence of the target gene is MRLTPRALCSAAQAAWRENFPLCGRDVARWFPGHMAKGLKKMQSSLKLVDCIIEVHDARIPLSGRNPLFQETLGLKPHLLVLNKMDLADLTEQQKIMQHLEGEGLKNVIFTNCVKDENVKQIIPMVTELIGRSHRYHRKENLEYCIMVIGVPNVGKSSLINSLRRQHLRKGKATRVGGEPGITRAVMSKIQVSERPLMFLLDTPGVLAPRIESVETGLKLALCGTVLDHLVGEETMADYLLYTLNKHQRFGYVQHYGLGSACDNVERVLKSVAVKLGKTQKVKVLTGTGNVNIIQPNYPA.... Result: 0 (no interaction). (5) The miRNA is hsa-miR-6846-5p with sequence UGGGGGCUGGAUGGGGUAGAGU. The protein sequence of the target gene is MAFSRIALLCQRFSRQQQQRQLLHRPLTTKLDNTRFLHPNQSKLAQNLIVIFTRQPFSPDDPELLILSPELNTKVVETVLNGFKRWGLAYLFFNWASKQEGYRNDMYAYNAMASILSRARQNASLKALVVDVLNSRCFMSPGAFGFFIRCLGNAGLVDEASSVFDRVREMGLCVPNAYTYNCLLEAISKSNSSSVELVEARLKEMRDCGFHFDKFTLTPVLQVYCNTGKSERALSVFNEILSRGWLDEHISTILVVSFCKWGQVDKAFELIEMLEERDIRLNYKTYCVLIHGFVKESRID.... Result: 0 (no interaction). (6) The miRNA is cel-miR-1829c-5p with sequence AAGCGAAAUUCAAGAUGGUUGUA. The protein sequence of the target gene is MAGKAAAPGTAVLLVTANVGSLFDDPENLQKNWLREFYQVVHTHKPHFMALHCQEFGGKNYEASMSHVDKFVKELLSSDAMKEYNRARVYLDENYKSQEHFTALGSFYFLHESLKNIYQFDFKAKKYRKVAGKEIYSDTLESTPMLEKEKFPQDYFPECKWSRKGFIRTRWCIADCAFDLVNIHLFHDASNLVAWETSPSVYSGIRHKALGYVLDRIIDQRFEKVSYFVFGDFNFRLDSKSVVETLCTKATMQTVRAADTNEVVKLIFRESDNDRKVMLQLEKKLFDYFNQEVFRDNNGT.... Result: 0 (no interaction). (7) The miRNA is mmu-miR-17-5p with sequence CAAAGUGCUUACAGUGCAGGUAG. The protein sequence of the target gene is MAAAAGAPPPGPPQPPPPPPPEESSDSEPEAEPGSPQKLIRKVSTSGQIRQKTILKEGMLTKQNNSFQRSKRRYFKLRGRTLYYAKTAKSIIFDEVDLTDASVAESSTKNVNNSFTVITPCRKLILCADNRKEMEDWIAALKTVQNKEHFEPTQYSMDHFSGMHNWYACSHARPTYCNVCREVLSGVTSHGLSCEVCKFKAHKRCAVRATSNCKWTTLASIGKDIIEDEDGIAMPHQWLEGNLPVSAKCIVCDKTCGSVLRLQDWRCLWCKAMVHTSCKESLVMKCPLGLCKVSVIPPTA.... Result: 1 (interaction). (8) The miRNA is hsa-miR-1224-3p with sequence CCCCACCUCCUCUCUCCUCAG. The protein sequence of the target gene is MKIGSGFLSGGGGPSSSGGSGSGGSSGSASGGSGGGRRAEMEPTFPQSMVMFNHRLPPVTSFTRPAGTAAPPPQCVLSSSTSAAPAAEPPPPPAPDMTFKKEPAASAAAFPSQRTSWGFLQSLVSIKQEKPADPEEQPSHHHHHHHHYGGLFAGAEERSPGLGGGEGGSHGVIQDLSLLHQHAQQQPAQHHRDVLLSSGSRTDEHGNQEPKQDANVKKAKRPKPESQGIKAKRKPSASSKPLVGEGEGAVLSPSQKPHICDHCSAAFRSSYHLRRHVLIHTGERPFQCSQCSMGFIQKYL.... Result: 0 (no interaction).